This data is from NCI-60 drug combinations with 297,098 pairs across 59 cell lines. The task is: Regression. Given two drug SMILES strings and cell line genomic features, predict the synergy score measuring deviation from expected non-interaction effect. (1) Drug 1: COC1=C(C=C2C(=C1)N=CN=C2NC3=CC(=C(C=C3)F)Cl)OCCCN4CCOCC4. Drug 2: CC1C(C(=O)NC(C(=O)N2CCCC2C(=O)N(CC(=O)N(C(C(=O)O1)C(C)C)C)C)C(C)C)NC(=O)C3=C4C(=C(C=C3)C)OC5=C(C(=O)C(=C(C5=N4)C(=O)NC6C(OC(=O)C(N(C(=O)CN(C(=O)C7CCCN7C(=O)C(NC6=O)C(C)C)C)C)C(C)C)C)N)C. Cell line: MOLT-4. Synergy scores: CSS=62.0, Synergy_ZIP=34.8, Synergy_Bliss=38.3, Synergy_Loewe=38.5, Synergy_HSA=39.5. (2) Drug 1: C1CCC(C(C1)N)N.C(=O)(C(=O)[O-])[O-].[Pt+4]. Drug 2: C1C(C(OC1N2C=NC3=C2NC=NCC3O)CO)O. Cell line: 786-0. Synergy scores: CSS=29.0, Synergy_ZIP=-1.39, Synergy_Bliss=-3.62, Synergy_Loewe=-9.20, Synergy_HSA=-4.01. (3) Drug 1: CC(C1=C(C=CC(=C1Cl)F)Cl)OC2=C(N=CC(=C2)C3=CN(N=C3)C4CCNCC4)N. Drug 2: CC1CCCC2(C(O2)CC(NC(=O)CC(C(C(=O)C(C1O)C)(C)C)O)C(=CC3=CSC(=N3)C)C)C. Cell line: OVCAR-5. Synergy scores: CSS=10.3, Synergy_ZIP=-1.66, Synergy_Bliss=3.06, Synergy_Loewe=-2.07, Synergy_HSA=0.718. (4) Drug 1: CC=C1C(=O)NC(C(=O)OC2CC(=O)NC(C(=O)NC(CSSCCC=C2)C(=O)N1)C(C)C)C(C)C. Drug 2: CCN(CC)CCNC(=O)C1=C(NC(=C1C)C=C2C3=C(C=CC(=C3)F)NC2=O)C. Cell line: EKVX. Synergy scores: CSS=16.7, Synergy_ZIP=-2.19, Synergy_Bliss=-1.05, Synergy_Loewe=-71.7, Synergy_HSA=0.964. (5) Drug 1: C1CN1P(=S)(N2CC2)N3CC3. Drug 2: CCC1=C2CN3C(=CC4=C(C3=O)COC(=O)C4(CC)O)C2=NC5=C1C=C(C=C5)O. Cell line: SN12C. Synergy scores: CSS=47.1, Synergy_ZIP=-5.90, Synergy_Bliss=-0.755, Synergy_Loewe=-14.2, Synergy_HSA=1.92. (6) Drug 1: CC1C(C(CC(O1)OC2CC(CC3=C2C(=C4C(=C3O)C(=O)C5=C(C4=O)C(=CC=C5)OC)O)(C(=O)CO)O)N)O.Cl. Drug 2: CN(C)N=NC1=C(NC=N1)C(=O)N. Cell line: U251. Synergy scores: CSS=9.71, Synergy_ZIP=-1.40, Synergy_Bliss=1.49, Synergy_Loewe=-3.08, Synergy_HSA=0.310. (7) Drug 1: C(=O)(N)NO. Drug 2: CC1CCC2CC(C(=CC=CC=CC(CC(C(=O)C(C(C(=CC(C(=O)CC(OC(=O)C3CCCCN3C(=O)C(=O)C1(O2)O)C(C)CC4CCC(C(C4)OC)O)C)C)O)OC)C)C)C)OC. Cell line: TK-10. Synergy scores: CSS=2.38, Synergy_ZIP=-1.44, Synergy_Bliss=-0.517, Synergy_Loewe=-0.909, Synergy_HSA=-0.842.